From a dataset of Peptide-MHC class I binding affinity with 185,985 pairs from IEDB/IMGT. Regression. Given a peptide amino acid sequence and an MHC pseudo amino acid sequence, predict their binding affinity value. This is MHC class I binding data. (1) The peptide sequence is YEEAGRGSM. The MHC is HLA-A30:01 with pseudo-sequence HLA-A30:01. The binding affinity (normalized) is 0.213. (2) The peptide sequence is HHYSQAAVL. The MHC is HLA-A80:01 with pseudo-sequence HLA-A80:01. The binding affinity (normalized) is 0.0847. (3) The peptide sequence is RTFDRFFEE. The MHC is HLA-A68:02 with pseudo-sequence HLA-A68:02. The binding affinity (normalized) is 0.0847. (4) The peptide sequence is YSKPWMAFF. The MHC is HLA-A25:01 with pseudo-sequence HLA-A25:01. The binding affinity (normalized) is 0.577.